This data is from Peptide-MHC class II binding affinity with 134,281 pairs from IEDB. The task is: Regression. Given a peptide amino acid sequence and an MHC pseudo amino acid sequence, predict their binding affinity value. This is MHC class II binding data. (1) The peptide sequence is AFKIGLHTEFQTVSF. The MHC is DRB5_0101 with pseudo-sequence DRB5_0101. The binding affinity (normalized) is 0.374. (2) The binding affinity (normalized) is 0.598. The MHC is HLA-DQA10102-DQB10602 with pseudo-sequence HLA-DQA10102-DQB10602. The peptide sequence is LLAMAVLAALFAGAW.